From a dataset of Catalyst prediction with 721,799 reactions and 888 catalyst types from USPTO. Predict which catalyst facilitates the given reaction. (1) Reactant: [C:1](OC=C)(=O)[CH3:2].[CH3:7]CCC[Sn](Cl)(O[Sn](Cl)(CCCC)CCCC)CCCC.[C:28]([O:31][CH2:32][C:33]1[CH:38]=[C:37]([OH:39])[C:36]([C:40]([C:42]2[CH:47]=[CH:46][C:45]([O:48][CH3:49])=[CH:44][CH:43]=2)=O)=[C:35](Cl)[CH:34]=1)(=[O:30])[CH3:29]. Product: [C:28]([O:31][CH2:32][C:33]1[CH:34]=[C:35]([CH3:7])[C:36]([CH2:40][C:42]2[CH:47]=[CH:46][C:45]([O:48][CH:49]3[CH2:2][CH2:1]3)=[CH:44][CH:43]=2)=[C:37]([OH:39])[CH:38]=1)(=[O:30])[CH3:29]. The catalyst class is: 7. (2) The catalyst class is: 330. Reactant: [C:1]([NH:4][CH2:5][C@@H:6]1[O:10][C:9](=[O:11])[N:8]([C:12]2[CH:17]=[CH:16][C:15]([CH:18](OC)[O:19]C)=[C:14]([F:23])[CH:13]=2)[CH2:7]1)(=[O:3])[CH3:2]. Product: [C:1]([NH:4][CH2:5][C@@H:6]1[O:10][C:9](=[O:11])[N:8]([C:12]2[CH:17]=[CH:16][C:15]([CH:18]=[O:19])=[C:14]([F:23])[CH:13]=2)[CH2:7]1)(=[O:3])[CH3:2]. (3) Reactant: [CH3:1][N:2]1[C:10]2[C:5](=[CH:6][C:7]([CH:11]=O)=[CH:8][CH:9]=2)[CH:4]=[CH:3]1.[CH3:13][NH2:14].[BH4-].[Na+].O. Product: [CH3:13][NH:14][CH2:11][C:7]1[CH:6]=[C:5]2[C:10](=[CH:9][CH:8]=1)[N:2]([CH3:1])[CH:3]=[CH:4]2. The catalyst class is: 5. (4) Reactant: [CH:1]([C:3]1[CH:4]=[C:5]([CH:10]=[CH:11][CH:12]=1)[C:6]([O:8][CH3:9])=[O:7])=O.C(=O)([O-])[O-].[K+].[K+].C(OP([CH2:27][C:28]#[N:29])(=O)OCC)C.O. Product: [C:28]([CH:27]=[CH:1][C:3]1[CH:4]=[C:5]([CH:10]=[CH:11][CH:12]=1)[C:6]([O:8][CH3:9])=[O:7])#[N:29]. The catalyst class is: 7.